From a dataset of Forward reaction prediction with 1.9M reactions from USPTO patents (1976-2016). Predict the product of the given reaction. (1) The product is: [OH:26][CH2:27][C@H:28]1[N:32]([CH3:33])[C:31](=[O:34])[CH2:30][CH2:29]1. Given the reactants [N+](CCCC)(CCCC)(CCCC)CCCC.[F-].[Si]([O:26][CH2:27][C@H:28]1[N:32]([CH3:33])[C:31](=[O:34])[CH2:30][CH2:29]1)(C(C)(C)C)(C)C, predict the reaction product. (2) Given the reactants [CH3:1][C@@H:2]1[CH2:7][CH2:6][CH2:5][NH:4][C@@H:3]1[CH2:8][N:9]1[C:17](=[O:18])[C:16]2[C:11](=[CH:12][CH:13]=[CH:14][CH:15]=2)[C:10]1=[O:19].C(OC(N1CCC[C@H](C)[C@@H]1C(O)=O)=O)C1C=CC=CC=1, predict the reaction product. The product is: [CH3:1][C@H:2]1[CH2:7][CH2:6][CH2:5][NH:4][C@H:3]1[CH2:8][N:9]1[C:17](=[O:18])[C:16]2[C:11](=[CH:12][CH:13]=[CH:14][CH:15]=2)[C:10]1=[O:19]. (3) Given the reactants [CH2:1]([Li])CCC.[CH:6]([C:8]1[N:12]([CH:13]([CH3:15])[CH3:14])[N:11]=[C:10]([C:16]([O:18][CH3:19])=[O:17])[CH:9]=1)=O, predict the reaction product. The product is: [CH:13]([N:12]1[C:8]([CH:6]=[CH2:1])=[CH:9][C:10]([C:16]([O:18][CH3:19])=[O:17])=[N:11]1)([CH3:15])[CH3:14]. (4) Given the reactants [C:1]([C:3]1[CH:17]=[CH:16][C:6]([C:7]([NH:9][C@H:10]([CH3:15])[C:11]([F:14])([F:13])[F:12])=[O:8])=[C:5]([F:18])[CH:4]=1)#[N:2], predict the reaction product. The product is: [NH2:2][CH2:1][C:3]1[CH:17]=[CH:16][C:6]([C:7]([NH:9][C@H:10]([CH3:15])[C:11]([F:12])([F:13])[F:14])=[O:8])=[C:5]([F:18])[CH:4]=1. (5) Given the reactants [CH3:1][O:2][C:3]1[C:8]([O:9][CH3:10])=[C:7]([O:11][CH3:12])[CH:6]=[CH:5][C:4]=1[OH:13].[C:14]([O-])([O-])=O.[K+].[K+].CI.CCOC(C)=O, predict the reaction product. The product is: [CH3:12][O:11][C:7]1[CH:6]=[CH:5][C:4]([O:13][CH3:14])=[C:3]([O:2][CH3:1])[C:8]=1[O:9][CH3:10]. (6) The product is: [I:1][C:2]1[C:10]2[C:5](=[CH:6][N:7]=[C:8]([C:11]#[N:12])[CH:9]=2)[N:4]([C:22]([C:23]2[CH:28]=[CH:27][CH:26]=[CH:25][CH:24]=2)([C:35]2[CH:36]=[CH:37][CH:38]=[CH:39][CH:40]=2)[C:29]2[CH:30]=[CH:31][CH:32]=[CH:33][CH:34]=2)[N:3]=1. Given the reactants [I:1][C:2]1[C:10]2[C:5](=[CH:6][N:7]=[C:8]([C:11]#[N:12])[CH:9]=2)[NH:4][N:3]=1.C(N(C(C)C)CC)(C)C.[C:22](Cl)([C:35]1[CH:40]=[CH:39][CH:38]=[CH:37][CH:36]=1)([C:29]1[CH:34]=[CH:33][CH:32]=[CH:31][CH:30]=1)[C:23]1[CH:28]=[CH:27][CH:26]=[CH:25][CH:24]=1, predict the reaction product. (7) Given the reactants [BH4-].[Li+].[NH:3]1[C:11]2[C:6](=[CH:7][C:8]([C:12]([NH:14][CH:15]3[CH2:20][CH2:19][CH:18]([C:21](OC)=[O:22])[CH2:17][CH2:16]3)=[O:13])=[CH:9][CH:10]=2)[CH:5]=[N:4]1.[OH-].[Na+], predict the reaction product. The product is: [OH:22][CH2:21][CH:18]1[CH2:19][CH2:20][CH:15]([NH:14][C:12]([C:8]2[CH:7]=[C:6]3[C:11](=[CH:10][CH:9]=2)[NH:3][N:4]=[CH:5]3)=[O:13])[CH2:16][CH2:17]1. (8) Given the reactants [CH3:1][C:2](=[O:9])[CH2:3][CH2:4][CH2:5][CH2:6][CH2:7][CH3:8].[F:10][C:11]([F:21])([F:20])[C:12]1[CH:19]=[CH:18][CH:17]=[CH:16][C:13]=1[CH:14]=O.S(=O)(=O)(O)O, predict the reaction product. The product is: [F:10][C:11]([F:21])([F:20])[C:12]1[CH:19]=[CH:18][CH:17]=[CH:16][C:13]=1/[CH:14]=[C:3](\[CH2:4][CH2:5][CH2:6][CH2:7][CH3:8])/[C:2](=[O:9])[CH3:1]. (9) The product is: [CH:23]([N:18]1[C:17]([C:11]2[S:12][C:13]3[CH2:14][CH2:15][O:16][C:7]4[CH:6]=[C:5]([CH:3]5[CH2:4][N:1]([CH2:32][CH2:31][S:33]([CH3:36])(=[O:35])=[O:34])[CH2:2]5)[CH:27]=[CH:26][C:8]=4[C:9]=3[N:10]=2)=[N:21][C:20]([CH3:22])=[N:19]1)([CH3:25])[CH3:24]. Given the reactants [NH:1]1[CH2:4][CH:3]([C:5]2[CH:27]=[CH:26][C:8]3[C:9]4[N:10]=[C:11]([C:17]5[N:18]([CH:23]([CH3:25])[CH3:24])[N:19]=[C:20]([CH3:22])[N:21]=5)[S:12][C:13]=4[CH2:14][CH2:15][O:16][C:7]=3[CH:6]=2)[CH2:2]1.C(O)C.[CH:31]([S:33]([CH3:36])(=[O:35])=[O:34])=[CH2:32], predict the reaction product. (10) Given the reactants Cl[CH2:2][C:3]([NH:5][C:6]1[CH:25]=[N:24][CH:23]=[CH:22][C:7]=1[C:8]([NH:10][CH2:11][C:12]1[CH:17]=[CH:16][C:15]([O:18][CH3:19])=[CH:14][C:13]=1[O:20][CH3:21])=[O:9])=O.[Br:26][C:27]1[CH:32]=[CH:31][CH:30]=[CH:29][C:28]=1[OH:33].C(=O)([O-])[O-].[Cs+].[Cs+], predict the reaction product. The product is: [Br:26][C:27]1[CH:32]=[CH:31][CH:30]=[CH:29][C:28]=1[O:33][CH2:2][C:3]1[N:10]([CH2:11][C:12]2[CH:17]=[CH:16][C:15]([O:18][CH3:19])=[CH:14][C:13]=2[O:20][CH3:21])[C:8](=[O:9])[C:7]2[CH:22]=[CH:23][N:24]=[CH:25][C:6]=2[N:5]=1.